This data is from Reaction yield outcomes from USPTO patents with 853,638 reactions. The task is: Predict the reaction yield, written as a fraction of the theoretical maximum amount of product (1.0 means a 100% yield; for example, 0.34 means a 34% yield). (1) The reactants are [NH2:1][C:2]1[CH:11]=[CH:10][CH:9]=[C:8]2[C:3]=1[CH:4]=[C:5]([C:12]([O:14][CH3:15])=[O:13])[N:6]=[CH:7]2.C1(C)C=CC=CC=1.[Cl:23][C:24]1[CH:29]=[C:28]([Cl:30])[CH:27]=[CH:26][C:25]=1[CH2:31][N:32]=[C:33]=[O:34]. The catalyst is C1COCC1. The product is [Cl:23][C:24]1[CH:29]=[C:28]([Cl:30])[CH:27]=[CH:26][C:25]=1[CH2:31][NH:32][C:33]([NH:1][C:2]1[CH:11]=[CH:10][CH:9]=[C:8]2[C:3]=1[CH:4]=[C:5]([C:12]([O:14][CH3:15])=[O:13])[N:6]=[CH:7]2)=[O:34]. The yield is 0.730. (2) The reactants are [C:1]([C:3]([C:6]1[CH:7]=[C:8]([CH:37]=[CH:38][CH:39]=1)[C:9]([NH:11][C:12]1[CH:13]=[CH:14][C:15]([CH3:36])=[C:16]([NH:18][C:19]([C:21]2[S:35][C:24]3=[N:25][CH:26]=[C:27]([C:29]4[CH:30]=[N:31][CH:32]=C[CH:34]=4)[N:28]=[C:23]3[CH:22]=2)=[O:20])[CH:17]=1)=[O:10])([CH3:5])[CH3:4])#[N:2].[N:40]1C=C(B(O)O)C=NC=1. No catalyst specified. The product is [C:1]([C:3]([C:6]1[CH:7]=[C:8]([CH:37]=[CH:38][CH:39]=1)[C:9]([NH:11][C:12]1[CH:13]=[CH:14][C:15]([CH3:36])=[C:16]([NH:18][C:19]([C:21]2[S:35][C:24]3=[N:25][CH:26]=[C:27]([C:29]4[CH:34]=[N:40][CH:32]=[N:31][CH:30]=4)[N:28]=[C:23]3[CH:22]=2)=[O:20])[CH:17]=1)=[O:10])([CH3:5])[CH3:4])#[N:2]. The yield is 0.0700.